Dataset: Forward reaction prediction with 1.9M reactions from USPTO patents (1976-2016). Task: Predict the product of the given reaction. (1) Given the reactants [NH2:1][C:2]1[N:3]=[CH:4][C:5]2[CH2:11][N:10]([C:12]3[CH:13]=[C:14]([CH:18]=[CH:19][CH:20]=3)[C:15](O)=[O:16])[CH2:9][CH2:8][C:6]=2[N:7]=1.C(N(CC)C(C)C)(C)C.CN(C(ON1N=NC2C=CC=CC1=2)=[N+](C)C)C.F[P-](F)(F)(F)(F)F.[CH:54]([C:57]1[CH:63]=[CH:62][C:60]([NH2:61])=[CH:59][CH:58]=1)([CH3:56])[CH3:55].C([O-])([O-])=O.[Na+].[Na+], predict the reaction product. The product is: [NH2:1][C:2]1[N:3]=[CH:4][C:5]2[CH2:11][N:10]([C:12]3[CH:13]=[C:14]([CH:18]=[CH:19][CH:20]=3)[C:15]([NH:61][C:60]3[CH:62]=[CH:63][C:57]([CH:54]([CH3:56])[CH3:55])=[CH:58][CH:59]=3)=[O:16])[CH2:9][CH2:8][C:6]=2[N:7]=1. (2) Given the reactants Cl[C:2]1[C:7]([Cl:8])=[CH:6][N:5]=[C:4]([NH:9][C:10](=[O:15])[C:11]([CH3:14])([CH3:13])[CH3:12])[CH:3]=1.[NH2:16][CH2:17][CH:18]1[CH2:23][CH2:22][N:21]([C:24]([O:26][CH2:27][C:28]2[CH:33]=[CH:32][CH:31]=[CH:30][CH:29]=2)=[O:25])[CH2:20][CH2:19]1.C(N(CC)CC)C, predict the reaction product. The product is: [NH3:5].[Cl:8][C:7]1[C:2]([NH:16][CH2:17][CH:18]2[CH2:23][CH2:22][N:21]([C:24]([O:26][CH2:27][C:28]3[CH:29]=[CH:30][CH:31]=[CH:32][CH:33]=3)=[O:25])[CH2:20][CH2:19]2)=[CH:3][C:4]([NH:9][C:10](=[O:15])[C:11]([CH3:14])([CH3:13])[CH3:12])=[N:5][CH:6]=1. (3) Given the reactants [CH3:1][N:2]([CH3:7])[CH2:3][CH2:4][NH:5][CH3:6].F[C:9]1[C:14]([N+:15]([O-:17])=[O:16])=[CH:13][C:12]([NH:18][C:19]2[N:24]=[C:23]([C:25]3[CH:26]=[N:27][N:28]4[CH:33]=[CH:32][CH:31]=[CH:30][C:29]=34)[CH:22]=[CH:21][N:20]=2)=[C:11]([O:34][CH3:35])[CH:10]=1.CCN(C(C)C)C(C)C, predict the reaction product. The product is: [CH3:1][N:2]([CH3:7])[CH2:3][CH2:4][N:5]([CH3:6])[C:9]1[C:14]([N+:15]([O-:17])=[O:16])=[CH:13][C:12]([NH:18][C:19]2[N:24]=[C:23]([C:25]3[CH:26]=[N:27][N:28]4[CH:33]=[CH:32][CH:31]=[CH:30][C:29]=34)[CH:22]=[CH:21][N:20]=2)=[C:11]([O:34][CH3:35])[CH:10]=1.